From a dataset of Cav3 T-type calcium channel HTS with 100,875 compounds. Binary Classification. Given a drug SMILES string, predict its activity (active/inactive) in a high-throughput screening assay against a specified biological target. (1) The drug is O=C(N1CCCCCC1)C(n1cccc1)Cc1ccccc1. The result is 0 (inactive). (2) The molecule is O=C(NCc1occc1)CCc1n(Cc2ccc(OC)cc2)c2ncccc2n1. The result is 0 (inactive). (3) The molecule is Fc1ccc(N2CCN(CC2)C(=O)c2cc3OCOc3cc2)cc1. The result is 0 (inactive). (4) The drug is O(c1cc(C(=O)Nc2[nH]c3c(n2)cccc3)ccc1)C. The result is 0 (inactive). (5) The molecule is Oc1c(CN2CCN(CC2)c2ccccc2)cc(C(C)C)cc1. The result is 0 (inactive). (6) The result is 0 (inactive). The compound is S(CC(=O)N1CCC(CC1)c1noc2c1cc(F)cc2)c1sc(nn1)C. (7) The drug is Clc1cc2c3CCCc3c(oc2cc1OCC)=O. The result is 0 (inactive).